Dataset: Reaction yield outcomes from USPTO patents with 853,638 reactions. Task: Predict the reaction yield, written as a fraction of the theoretical maximum amount of product (1.0 means a 100% yield; for example, 0.34 means a 34% yield). (1) The reactants are [N:1]1([CH:10]([NH:14][C:15]([O:17][CH2:18][C:19]2[CH:24]=[CH:23][CH:22]=[CH:21][CH:20]=2)=[O:16])[C:11](O)=[O:12])C2C=CC=CC=2N=N1.C(Cl)(=O)C(Cl)=O.[NH2:31][C:32]1[CH:37]=[C:36]([Br:38])[CH:35]=[CH:34][C:33]=1[C:39](=O)[CH3:40].CN1CCOCC1.C([O-])(=O)C.[NH4+].[OH-].[Na+]. The catalyst is C(Cl)Cl.O1CCCC1.CO.O.CN(C)C=O. The product is [Br:38][C:36]1[CH:35]=[CH:34][C:33]2[C:39]([CH3:40])=[N:1][CH:10]([NH:14][C:15](=[O:16])[O:17][CH2:18][C:19]3[CH:24]=[CH:23][CH:22]=[CH:21][CH:20]=3)[C:11](=[O:12])[NH:31][C:32]=2[CH:37]=1. The yield is 0.530. (2) The reactants are [OH:1][CH2:2][CH2:3][C:4]1[CH:5]=[C:6]([N:10]2[CH2:14][CH2:13][NH:12][C:11]2=[O:15])[CH:7]=[CH:8][CH:9]=1.C(N(CC)CC)C.[CH3:23][S:24](Cl)(=[O:26])=[O:25].ClCCl. The catalyst is CN(C=O)C.COC(C)(C)C. The product is [CH3:23][S:24]([O:1][CH2:2][CH2:3][C:4]1[CH:9]=[CH:8][CH:7]=[C:6]([N:10]2[CH2:14][CH2:13][NH:12][C:11]2=[O:15])[CH:5]=1)(=[O:26])=[O:25]. The yield is 0.700. (3) The reactants are [Cl:1][C:2]1[N:7]=[CH:6][C:5]([NH2:8])=[C:4]([NH2:9])[CH:3]=1.[N:10]([O-])=O.[Na+].C([O-])([O-])=O.[Na+].[Na+]. The catalyst is Cl.O. The product is [Cl:1][C:2]1[N:7]=[CH:6][C:5]2[N:8]=[N:10][NH:9][C:4]=2[CH:3]=1. The yield is 0.750. (4) The reactants are Cl[C:2]1[CH:3]=[CH:4][N:5]=[C:6]2[C:11]=1[N:10]=[CH:9][C:8]([N:12]=C(C1C=CC=CC=1)C1C=CC=CC=1)=[CH:7]2.Cl.C(=O)(O)[O-:28].[Na+]. The catalyst is O1CCCC1. The product is [NH2:12][C:8]1[CH:7]=[C:6]2[C:11]([C:2]([OH:28])=[CH:3][CH:4]=[N:5]2)=[N:10][CH:9]=1. The yield is 0.950. (5) The reactants are [NH2:1][C:2]1[N:7]=[C:6]([C:8]2[S:12][C:11]([C:13]([CH3:16])([CH3:15])[CH3:14])=[N:10][C:9]=2[C:17]2[C:18]([F:35])=[C:19]([NH:23][S:24]([C:27]3[C:32]([F:33])=[CH:31][CH:30]=[CH:29][C:28]=3[F:34])(=[O:26])=[O:25])[CH:20]=[CH:21][CH:22]=2)[CH:5]=[CH:4][N:3]=1.[CH3:36][S:37]([OH:40])(=[O:39])=[O:38]. The catalyst is C(O)(C)C. The product is [CH3:36][S:37]([OH:40])(=[O:39])=[O:38].[NH2:1][C:2]1[N:7]=[C:6]([C:8]2[S:12][C:11]([C:13]([CH3:14])([CH3:15])[CH3:16])=[N:10][C:9]=2[C:17]2[C:18]([F:35])=[C:19]([NH:23][S:24]([C:27]3[C:32]([F:33])=[CH:31][CH:30]=[CH:29][C:28]=3[F:34])(=[O:25])=[O:26])[CH:20]=[CH:21][CH:22]=2)[CH:5]=[CH:4][N:3]=1. The yield is 0.830. (6) The reactants are [Br:1][C:2]1[CH:7]=[C:6]([F:8])[CH:5]=[CH:4][C:3]=1[CH:9]1[C:14]([C:15]([O:17][CH2:18][CH3:19])=[O:16])=[C:13]([CH3:20])[NH:12][C:11]([C:21]2[O:22][CH:23]=[CH:24][N:25]=2)=[N:10]1.C1C(=O)N([Br:33])C(=O)C1. No catalyst specified. The product is [Br:1][C:2]1[CH:7]=[C:6]([F:8])[CH:5]=[CH:4][C:3]=1[CH:9]1[C:14]([C:15]([O:17][CH2:18][CH3:19])=[O:16])=[C:13]([CH2:20][Br:33])[NH:12][C:11]([C:21]2[O:22][CH:23]=[CH:24][N:25]=2)=[N:10]1. The yield is 0.510. (7) The reactants are [Cl:1][C:2]1[CH:7]=[CH:6][C:5]([C:8]2[CH:13]=[N:12][N:11]3[C:14](=[O:17])[NH:15][N:16]=[C:10]3[C:9]=2[C:18]2[CH:23]=[CH:22][C:21]([Cl:24])=[CH:20][CH:19]=2)=[CH:4][CH:3]=1.[C:25]([O-])([O-])=O.[K+].[K+].IC. The catalyst is CN(C=O)C.CCOC(C)=O. The product is [Cl:1][C:2]1[CH:7]=[CH:6][C:5]([C:8]2[CH:13]=[N:12][N:11]3[C:14](=[O:17])[N:15]([CH3:25])[N:16]=[C:10]3[C:9]=2[C:18]2[CH:23]=[CH:22][C:21]([Cl:24])=[CH:20][CH:19]=2)=[CH:4][CH:3]=1. The yield is 1.00. (8) The reactants are [CH3:1][C:2]1[CH:11]=[CH:10][C:9]2[C:4](=[CH:5][CH:6]=[CH:7][C:8]=2[N:12]2[CH2:17][CH2:16][N:15]([CH2:18][CH2:19][C:20]3[CH:25]=[CH:24][CH:23]=[C:22]([N+:26]([O-:28])=[O:27])[CH:21]=3)[CH2:14][CH2:13]2)[N:3]=1.[Cl:29]C1C=C2C(C=CC(C)=N2)=C(N2CCNCC2)C=1.[N+](C1C=CC(S(OCCC2C=CC=C([N+]([O-])=O)C=2)(=O)=O)=CC=1)([O-])=O. No catalyst specified. The product is [Cl:29][C:6]1[CH:5]=[C:4]2[C:9]([CH:10]=[CH:11][C:2]([CH3:1])=[N:3]2)=[C:8]([N:12]2[CH2:17][CH2:16][N:15]([CH2:18][CH2:19][C:20]3[CH:25]=[CH:24][CH:23]=[C:22]([N+:26]([O-:28])=[O:27])[CH:21]=3)[CH2:14][CH2:13]2)[CH:7]=1. The yield is 0.920.